This data is from Full USPTO retrosynthesis dataset with 1.9M reactions from patents (1976-2016). The task is: Predict the reactants needed to synthesize the given product. (1) Given the product [C:16]1([CH2:15][CH2:14][CH2:13][CH2:12][CH2:11][CH2:10][C:9]([C:22]2[O:23][C:24]([C:27]3[CH:28]=[C:29]([S:33]([NH2:36])(=[O:35])=[O:34])[CH:30]=[CH:31][CH:32]=3)=[CH:25][N:26]=2)=[O:8])[CH:21]=[CH:20][CH:19]=[CH:18][CH:17]=1, predict the reactants needed to synthesize it. The reactants are: [Si]([O:8][CH:9]([C:22]1[O:23][C:24]([C:27]2[CH:28]=[C:29]([S:33]([NH2:36])(=[O:35])=[O:34])[CH:30]=[CH:31][CH:32]=2)=[CH:25][N:26]=1)[CH2:10][CH2:11][CH2:12][CH2:13][CH2:14][CH2:15][C:16]1[CH:21]=[CH:20][CH:19]=[CH:18][CH:17]=1)(C(C)(C)C)(C)C.[Si](OC(C1OC([Sn](CCCC)(CCCC)CCCC)=CN=1)CCCCCCC1C=CC=CC=1)(C(C)(C)C)(C)C.BrC1C=C(S(N)(=O)=O)C=CC=1. (2) Given the product [ClH:32].[ClH:32].[NH2:1][C:4]1[CH:9]=[CH:8][C:7]([NH:10][CH2:11][CH2:12][N:13]([CH2:17][CH2:18][OH:19])[CH2:14][CH2:15][OH:16])=[CH:6][CH:5]=1, predict the reactants needed to synthesize it. The reactants are: [N+:1]([C:4]1[CH:9]=[CH:8][C:7]([NH:10][CH2:11][CH2:12][N:13]([CH2:17][CH2:18][OH:19])[CH2:14][CH2:15][OH:16])=[CH:6][CH:5]=1)([O-])=O.C1(N)C(F)=C(F)C(F)=C(N)C=1F.[ClH:32].Cl. (3) The reactants are: [CH2:1]([CH:7]([CH2:16][CH2:17][CH2:18][CH2:19][CH2:20][CH2:21][CH2:22][CH3:23])[CH2:8][C:9]1[CH:13]=[CH:12][S:11][C:10]=1[CH:14]=O)[CH2:2][CH2:3][CH2:4][CH2:5][CH3:6].[S:24]=[C:25]([C:27](=[S:29])[NH2:28])[NH2:26]. Given the product [CH2:1]([CH:7]([CH2:16][CH2:17][CH2:18][CH2:19][CH2:20][CH2:21][CH2:22][CH3:23])[CH2:8][C:9]1[CH:13]=[CH:12][S:11][C:10]=1[C:14]1[S:24][C:25]2[N:26]=[C:14]([C:10]3[S:11][CH:12]=[CH:13][C:9]=3[CH2:8][CH:7]([CH2:1][CH2:2][CH2:3][CH2:4][CH2:5][CH3:6])[CH2:16][CH2:17][CH2:18][CH2:19][CH2:20][CH2:21][CH2:22][CH3:23])[S:29][C:27]=2[N:28]=1)[CH2:2][CH2:3][CH2:4][CH2:5][CH3:6], predict the reactants needed to synthesize it. (4) Given the product [CH3:39][O:38][C:34]1[C:33]([CH3:40])=[C:32]2[C:37]([C:28]([O:1][CH2:2][CH2:3][C@@H:4]3[NH:18][C:17](=[O:19])[N:16]([CH3:20])[CH2:15][CH2:14][CH2:13][CH2:12][CH:11]=[CH:10][C@H:9]4[C@@:7]([C:21]([O:23][CH2:24][CH3:25])=[O:22])([CH2:8]4)[NH:6][C:5]3=[O:26])=[CH:29][C:30]([C:41]3[CH:42]=[N:43][N:44]([CH2:46][CH2:47][CH3:48])[CH:45]=3)=[N:31]2)=[CH:36][CH:35]=1, predict the reactants needed to synthesize it. The reactants are: [OH:1][CH2:2][CH2:3][C@@H:4]1[NH:18][C:17](=[O:19])[N:16]([CH3:20])[CH2:15][CH2:14][CH2:13][CH2:12][CH:11]=[CH:10][C@H:9]2[C@@:7]([C:21]([O:23][CH2:24][CH3:25])=[O:22])([CH2:8]2)[NH:6][C:5]1=[O:26].O[C:28]1[C:37]2[C:32](=[C:33]([CH3:40])[C:34]([O:38][CH3:39])=[CH:35][CH:36]=2)[N:31]=[C:30]([C:41]2[CH:42]=[N:43][N:44]([CH2:46][CH2:47][CH3:48])[CH:45]=2)[CH:29]=1.C(C1N=C(C2C=C(OCC[C@@H]3NC(=O)N(C)CCCCC=C[C@H]4[C@@](C(OCC)=O)(C4)NC3=O)C3C(=C(C)C(OC)=CC=3)N=2)SC=1)(C)C. (5) Given the product [CH:13]([NH:11][C@@H:9]1[CH2:10][C@H:8]1[C:2]1[CH:7]=[CH:6][CH:5]=[CH:4][CH:3]=1)([CH3:15])[CH3:12], predict the reactants needed to synthesize it. The reactants are: Cl.[C:2]1([C@@H:8]2[CH2:10][C@H:9]2[NH2:11])[CH:7]=[CH:6][CH:5]=[CH:4][CH:3]=1.[CH3:12][C:13]([CH3:15])=O.C([BH3-])#N.[Na+]. (6) Given the product [Br:1][CH2:2][CH2:3][CH2:4][CH2:5][CH2:6][CH2:7][CH2:8][CH2:9][CH2:10][CH2:11][CH2:12][Cl:22], predict the reactants needed to synthesize it. The reactants are: [Br:1][CH2:2][CH2:3][CH2:4][CH2:5][CH2:6][CH2:7][CH2:8][CH2:9][CH2:10][CH2:11][CH2:12]O.N1C=CC=CC=1.S(Cl)([Cl:22])=O. (7) The reactants are: [N:1]12[CH2:8][CH2:7][CH:4]([CH2:5][CH2:6]1)[CH2:3][CH2:2]2.[C:9](=[O:14])([O:12]C)[O:10]C. Given the product [C:9](=[O:10])([O-:14])[O-:12].[CH3:9][N+:1]12[CH2:8][CH2:7][CH:4]([CH2:5][CH2:6]1)[CH2:3][CH2:2]2.[CH3:9][N+:1]12[CH2:8][CH2:7][CH:4]([CH2:5][CH2:6]1)[CH2:3][CH2:2]2, predict the reactants needed to synthesize it.